This data is from Forward reaction prediction with 1.9M reactions from USPTO patents (1976-2016). The task is: Predict the product of the given reaction. (1) Given the reactants [NH2:1][CH2:2][C:3]1[C:4]([CH3:13])=[CH:5][C:6]([CH2:11][OH:12])=[N:7][C:8]=1[O:9][CH3:10].[Br:14][C:15]1[CH:16]=[C:17]([C:28](O)=[O:29])[C:18]2[C:19]([CH3:27])=[CH:20][N:21]([CH:24]([CH3:26])[CH3:25])[C:22]=2[CH:23]=1.C1C=NC2N(O)N=NC=2C=1.C(Cl)CCl, predict the reaction product. The product is: [Br:14][C:15]1[CH:16]=[C:17]([C:28]([NH:1][CH2:2][C:3]2[C:8]([O:9][CH3:10])=[N:7][C:6]([CH2:11][OH:12])=[CH:5][C:4]=2[CH3:13])=[O:29])[C:18]2[C:19]([CH3:27])=[CH:20][N:21]([CH:24]([CH3:25])[CH3:26])[C:22]=2[CH:23]=1. (2) Given the reactants I[C:2]1[N:11]=[C:10]2[N:4]([CH2:5][CH2:6][C:7]3[CH:23]=[CH:22][CH:21]=[CH:20][C:8]=3[CH:9]2[O:12][CH:13]2[CH2:18][CH2:17][N:16]([CH3:19])[CH2:15][CH2:14]2)[CH:3]=1.C[C:25]1[CH:26]=[C:27](B2OC(C)(C)C(C)(C)O2)[S:28][CH:29]=1.[F-].[Cs+].N.O1CCOC[CH2:43]1, predict the reaction product. The product is: [CH3:19][N:16]1[CH2:17][CH2:18][CH:13]([O:12][CH:9]2[C:8]3[CH:20]=[CH:21][CH:22]=[CH:23][C:7]=3[CH2:6][CH2:5][N:4]3[C:10]2=[N:11][C:2]([C:29]2[S:28][C:27]([CH3:43])=[CH:26][CH:25]=2)=[CH:3]3)[CH2:14][CH2:15]1. (3) Given the reactants [Cl:1][C:2]1[C:3]([F:17])=[C:4]([C:13]([F:16])=[CH:14][CH:15]=1)/[CH:5]=[N:6]/[S@](C(C)(C)C)=O.Cl[C:19]1[C:20](F)=[C:21]([C:24](F)=[CH:25][CH:26]=1)C=O.[C:29]([O-:32])([O-])=[O:30].[Cs+].[Cs+].CC([S@@](N)=O)(C)C.[CH3:42][CH2:43][O:44]C(C)=O, predict the reaction product. The product is: [C:19]1([O:32][C:29](=[O:30])[NH:6][C@H:5]([C:4]2[C:13]([F:16])=[CH:14][CH:15]=[C:2]([Cl:1])[C:3]=2[F:17])[CH2:42][CH:43]=[O:44])[CH:20]=[CH:21][CH:24]=[CH:25][CH:26]=1. (4) The product is: [CH3:20][CH:19]([NH:21][S:23]([CH3:22])(=[O:25])=[O:24])[CH2:18][C:14]1[CH:15]=[CH:16][CH:17]=[C:12]([N+:9]([O-:11])=[O:10])[CH:13]=1. Given the reactants C(N(CC)CC)C.Cl.[N+:9]([C:12]1[CH:13]=[C:14]([CH2:18][CH:19]([NH2:21])[CH3:20])[CH:15]=[CH:16][CH:17]=1)([O-:11])=[O:10].[CH3:22][S:23](Cl)(=[O:25])=[O:24], predict the reaction product. (5) Given the reactants [NH:1]1[CH:5]=[C:4]([CH2:6][CH2:7][C:8]([OH:10])=[O:9])[N:3]=[CH:2]1.C[Si](Cl)(C)C.C(N(CC)CC)C.Cl[C:24]([C:37]1[CH:42]=[CH:41][CH:40]=[CH:39][CH:38]=1)([C:31]1[CH:36]=[CH:35][CH:34]=[CH:33][CH:32]=1)[C:25]1[CH:30]=[CH:29][CH:28]=[CH:27][CH:26]=1, predict the reaction product. The product is: [C:25]1([C:24]([C:31]2[CH:32]=[CH:33][CH:34]=[CH:35][CH:36]=2)([C:37]2[CH:38]=[CH:39][CH:40]=[CH:41][CH:42]=2)[N:1]2[CH:5]=[C:4]([CH2:6][CH2:7][C:8]([OH:10])=[O:9])[N:3]=[CH:2]2)[CH:26]=[CH:27][CH:28]=[CH:29][CH:30]=1. (6) Given the reactants [N:1]1[CH:6]=[CH:5][CH:4]=[CH:3][C:2]=1[CH:7]=[CH:8][CH2:9][CH2:10][CH2:11][C:12]([O:14][CH3:15])=[O:13], predict the reaction product. The product is: [N:1]1[CH:6]=[CH:5][CH:4]=[CH:3][C:2]=1[CH2:7][CH2:8][CH2:9][CH2:10][CH2:11][C:12]([O:14][CH3:15])=[O:13].